This data is from Catalyst prediction with 721,799 reactions and 888 catalyst types from USPTO. The task is: Predict which catalyst facilitates the given reaction. Reactant: [F:1][C:2]1[CH:7]=[CH:6][CH:5]=[C:4]([OH:8])[C:3]=1[CH:9]1[N:13]([CH2:14][C:15]2[CH:20]=[CH:19][C:18]([O:21][C:22]([F:25])([F:24])[F:23])=[CH:17][CH:16]=2)[C:12](=[O:26])[CH:11]([CH3:27])[CH2:10]1.I[CH2:29][CH2:30][CH3:31].C(=O)([O-])[O-].[K+].[K+].C(=O)([O-])[O-].[Cs+].[Cs+]. Product: [F:1][C:2]1[CH:7]=[CH:6][CH:5]=[C:4]([O:8][CH2:29][CH2:30][CH3:31])[C:3]=1[CH:9]1[N:13]([CH2:14][C:15]2[CH:20]=[CH:19][C:18]([O:21][C:22]([F:23])([F:24])[F:25])=[CH:17][CH:16]=2)[C:12](=[O:26])[CH:11]([CH3:27])[CH2:10]1. The catalyst class is: 3.